This data is from Catalyst prediction with 721,799 reactions and 888 catalyst types from USPTO. The task is: Predict which catalyst facilitates the given reaction. (1) Reactant: [Cl-].[NH4+].[N-:3]=[N+:4]=[N-:5].[Na+].[CH3:7][C:8]1[N:9]=[C:10]([C:30]2[CH:35]=[CH:34][CH:33]=[CH:32][C:31]=2[O:36][CH2:37][C:38]2[CH:43]=[CH:42][CH:41]=[CH:40][CH:39]=2)[N:11]([CH2:22][CH2:23][C:24]2[CH:29]=[CH:28][CH:27]=[CH:26][CH:25]=2)[C:12](=[O:21])[C:13]=1[C:14]1[S:18][C:17]([C:19]#[N:20])=[CH:16][CH:15]=1. Product: [CH3:7][C:8]1[N:9]=[C:10]([C:30]2[CH:35]=[CH:34][CH:33]=[CH:32][C:31]=2[O:36][CH2:37][C:38]2[CH:43]=[CH:42][CH:41]=[CH:40][CH:39]=2)[N:11]([CH2:22][CH2:23][C:24]2[CH:25]=[CH:26][CH:27]=[CH:28][CH:29]=2)[C:12](=[O:21])[C:13]=1[C:14]1[S:18][C:17]([C:19]2[NH:20][N:5]=[N:4][N:3]=2)=[CH:16][CH:15]=1. The catalyst class is: 39. (2) Reactant: [CH2:1]([O:3][C:4]([N:6]1[C:15]2[C:10](=[CH:11][C:12]([C:16]([F:19])([F:18])[F:17])=[CH:13][CH:14]=2)[C@H:9]([NH:20]C(OCC2C=CC=CC=2)=O)[CH2:8][C@@H:7]1[CH2:31][CH3:32])=[O:5])[CH3:2].C([O-])=O.[NH4+]. Product: [CH2:1]([O:3][C:4]([N:6]1[C:15]2[C:10](=[CH:11][C:12]([C:16]([F:17])([F:18])[F:19])=[CH:13][CH:14]=2)[C@H:9]([NH2:20])[CH2:8][C@@H:7]1[CH2:31][CH3:32])=[O:5])[CH3:2]. The catalyst class is: 43. (3) Reactant: Cl.[CH3:2][O:3][C:4](=[O:11])[C@H:5]([CH2:7][CH:8]([CH3:10])[CH3:9])[NH2:6].C(N(CC)C(C)C)(C)C.C([O:23][C:24](=O)[CH:25]=[C:26]([O:29][C:30]1[CH:35]=[CH:34][CH:33]=[C:32]([Cl:36])[C:31]=1[F:37])[CH2:27]Br)C. Product: [CH3:2][O:3][C:4](=[O:11])[C@@H:5]([N:6]1[CH2:27][C:26]([O:29][C:30]2[CH:35]=[CH:34][CH:33]=[C:32]([Cl:36])[C:31]=2[F:37])=[CH:25][C:24]1=[O:23])[CH2:7][CH:8]([CH3:10])[CH3:9]. The catalyst class is: 10. (4) Reactant: C1(P(C2C=CC=CC=2)C2C=CC=CC=2)C=CC=CC=1.[C:20]([Br:24])(Br)(Br)[Br:21].[CH:25]1([O:31][CH2:32][CH2:33][CH:34]=O)[CH2:30][CH2:29][CH2:28][CH2:27][CH2:26]1. Product: [CH:25]1([O:31][CH2:32][CH2:33][CH:34]=[C:20]([Br:24])[Br:21])[CH2:30][CH2:29][CH2:28][CH2:27][CH2:26]1. The catalyst class is: 4. (5) Reactant: [CH3:1][C:2]1[C:6]([C:7]2[CH:12]=[C:11]([N:13]3[CH2:18][CH2:17][O:16][CH2:15][CH2:14]3)[N:10]=[C:9]([NH:19][C:20]3[CH:21]=[C:22]([C:26]4([C:30]#N)[CH2:29][CH2:28][CH2:27]4)[CH:23]=[CH:24][CH:25]=3)[N:8]=2)=[C:5]([CH3:32])[O:4][N:3]=1.Cl.[OH-:34].[Na+].[OH2:36]. Product: [CH3:1][C:2]1[C:6]([C:7]2[CH:12]=[C:11]([N:13]3[CH2:14][CH2:15][O:16][CH2:17][CH2:18]3)[N:10]=[C:9]([NH:19][C:20]3[CH:21]=[C:22]([C:26]4([C:30]([OH:36])=[O:34])[CH2:29][CH2:28][CH2:27]4)[CH:23]=[CH:24][CH:25]=3)[N:8]=2)=[C:5]([CH3:32])[O:4][N:3]=1. The catalyst class is: 259. (6) Reactant: Br[C:2]1[CH:7]=[CH:6][C:5]([C:8]2[C:17]3[C:12](=[CH:13][CH:14]=[CH:15][CH:16]=3)[C:11](=[O:18])[N:10]([NH:19][C:20](=[O:29])[CH2:21][C:22]3[CH:27]=[CH:26][C:25]([Cl:28])=[CH:24][CH:23]=3)[N:9]=2)=[CH:4][CH:3]=1. The catalyst class is: 19. Product: [Cl:28][C:25]1[CH:26]=[CH:27][C:22]([CH2:21][C:20]([NH:19][N:10]2[N:9]=[C:8]([C:5]3[CH:6]=[CH:7][CH:2]=[CH:3][CH:4]=3)[C:17]3[C:12](=[CH:13][CH:14]=[CH:15][CH:16]=3)[C:11]2=[O:18])=[O:29])=[CH:23][CH:24]=1. (7) Reactant: [C:1]([O:5][C:6]([N:8]1[CH2:13][CH2:12][CH:11]([O:14][C:15]2[CH:16]=[C:17]3[C:22](=[CH:23][CH:24]=2)[CH:21]=[N:20][C:19]([Cl:25])=[CH:18]3)[CH2:10][CH2:9]1)=[O:7])([CH3:4])([CH3:3])[CH3:2].[Br:26]N1C(=O)CCC1=O.CC(N=NC(C#N)(C)C)(C#N)C. Product: [C:1]([O:5][C:6]([N:8]1[CH2:13][CH2:12][CH:11]([O:14][C:15]2[C:16]([Br:26])=[C:17]3[C:22](=[CH:23][CH:24]=2)[CH:21]=[N:20][C:19]([Cl:25])=[CH:18]3)[CH2:10][CH2:9]1)=[O:7])([CH3:4])([CH3:2])[CH3:3]. The catalyst class is: 23. (8) Reactant: [CH:1]1([C@H:4]([OH:6])[CH3:5])[CH2:3][CH2:2]1.[H-].[Na+].[CH2:9]([N:16]1[CH2:22][C:21]2[N:23]=[CH:24][C:25](Cl)=[N:26][C:20]=2[O:19][CH2:18][CH2:17]1)[C:10]1[CH:15]=[CH:14][CH:13]=[CH:12][CH:11]=1.O. Product: [CH2:9]([N:16]1[CH2:22][C:21]2[N:23]=[CH:24][C:25]([O:6][C@@H:4]([CH:1]3[CH2:3][CH2:2]3)[CH3:5])=[N:26][C:20]=2[O:19][CH2:18][CH2:17]1)[C:10]1[CH:11]=[CH:12][CH:13]=[CH:14][CH:15]=1. The catalyst class is: 733. (9) Product: [NH2:15][C:12]1[CH:13]=[CH:14][C:9]([CH2:8][CH:5]2[S:4][C:3](=[O:18])[N:2]([CH3:1])[C:6]2=[O:7])=[CH:10][CH:11]=1. The catalyst class is: 481. Reactant: [CH3:1][N:2]1[C:6](=[O:7])[C:5](=[CH:8][C:9]2[CH:14]=[CH:13][C:12]([N+:15]([O-])=O)=[CH:11][CH:10]=2)[S:4][C:3]1=[O:18].